From a dataset of Reaction yield outcomes from USPTO patents with 853,638 reactions. Predict the reaction yield, written as a fraction of the theoretical maximum amount of product (1.0 means a 100% yield; for example, 0.34 means a 34% yield). (1) The reactants are Cl[C:2]1[N:3]=[C:4]([C:17]2[CH:22]=[C:21]([S:23][CH3:24])[N:20]=[C:19]([CH3:25])[N:18]=2)[C:5]([NH:8][C:9]2[CH:10]=[N:11][C:12]([O:15][CH3:16])=[CH:13][CH:14]=2)=[N:6][CH:7]=1.C1(P(C2CCCCC2)C2C=CC=CC=2C2C(C(C)C)=CC(C(C)C)=CC=2C(C)C)CCCCC1.[F-].[Cs+].C([Sn](CCCC)(CCCC)[C:67]([O:69]CC)=[CH2:68])CCC. The catalyst is O1CCOCC1.O.[Cu]I.C([O-])(=O)C.C([O-])(=O)C.[Pd+2]. The product is [CH3:16][O:15][C:12]1[N:11]=[CH:10][C:9]([NH:8][C:5]2[N:6]=[CH:7][C:2]([C:67](=[O:69])[CH3:68])=[N:3][C:4]=2[C:17]2[CH:22]=[C:21]([S:23][CH3:24])[N:20]=[C:19]([CH3:25])[N:18]=2)=[CH:14][CH:13]=1. The yield is 0.621. (2) The reactants are [N:1]([CH2:4][CH:5]1[CH2:9][C:8]2[CH:10]=[CH:11][CH:12]=[C:13]([C:14]3[CH:19]=[CH:18][CH:17]=[CH:16][C:15]=3[Cl:20])[C:7]=2[O:6]1)=[N+]=[N-]. The catalyst is [Pt]. The product is [Cl:20][C:15]1[CH:16]=[CH:17][CH:18]=[CH:19][C:14]=1[C:13]1[C:7]2[O:6][CH:5]([CH2:4][NH2:1])[CH2:9][C:8]=2[CH:10]=[CH:11][CH:12]=1. The yield is 0.570. (3) The reactants are I[CH2:2][C@@H:3]([CH3:18])[CH2:4][N:5]1[C:10]2[CH:11]=[C:12]([O:15][CH3:16])[CH:13]=[CH:14][C:9]=2[O:8][CH2:7][C:6]1=[O:17].[CH:19](=[C:23]1[CH2:28][CH2:27][NH:26][CH2:25][CH2:24]1)[CH2:20][CH2:21][CH3:22]. The catalyst is CCCCCCC.CCOC(C)=O. The product is [CH:19](=[C:23]1[CH2:28][CH2:27][N:26]([CH2:2][C@@H:3]([CH3:18])[CH2:4][N:5]2[C:10]3[CH:11]=[C:12]([O:15][CH3:16])[CH:13]=[CH:14][C:9]=3[O:8][CH2:7][C:6]2=[O:17])[CH2:25][CH2:24]1)[CH2:20][CH2:21][CH3:22]. The yield is 0.770. (4) The reactants are [CH:1]1[C:9]2[N:8]3[C:10]([C@@H:13]4[C@H:17]([CH3:18])[CH2:16][C:15](=O)[CH2:14]4)=[CH:11][N:12]=[C:7]3[CH:6]=[N:5][C:4]=2[NH:3][CH:2]=1.[NH:20]1[CH2:25][CH2:24][CH:23]([C:26]#[N:27])[CH2:22][CH2:21]1.C(O)(=O)C.C(O[BH-](OC(=O)C)OC(=O)C)(=O)C.[Na+]. The catalyst is C(Cl)Cl.CO. The product is [CH:1]1[C:9]2[N:8]3[C:10]([C@@H:13]4[C@H:17]([CH3:18])[CH2:16][C@H:15]([N:20]5[CH2:25][CH2:24][CH:23]([C:26]#[N:27])[CH2:22][CH2:21]5)[CH2:14]4)=[CH:11][N:12]=[C:7]3[CH:6]=[N:5][C:4]=2[NH:3][CH:2]=1. The yield is 0.170. (5) The reactants are CC1(C)[O:6][C@@H:5]([CH2:7][O:8][C:9]2[CH:10]=[C:11]([C:15]3[CH:16]=[CH:17][C:18]4[N:19]([C:21]([C:25]([NH:27][C:28]5[CH:33]=[CH:32][CH:31]=[CH:30][N:29]=5)=[O:26])=[C:22]([CH3:24])[N:23]=4)[N:20]=3)[CH:12]=[CH:13][CH:14]=2)[CH2:4][O:3]1.Cl. The catalyst is CCO. The product is [OH:6][C@H:5]([CH2:4][OH:3])[CH2:7][O:8][C:9]1[CH:10]=[C:11]([C:15]2[CH:16]=[CH:17][C:18]3[N:19]([C:21]([C:25]([NH:27][C:28]4[CH:33]=[CH:32][CH:31]=[CH:30][N:29]=4)=[O:26])=[C:22]([CH3:24])[N:23]=3)[N:20]=2)[CH:12]=[CH:13][CH:14]=1. The yield is 0.500.